From a dataset of Reaction yield outcomes from USPTO patents with 853,638 reactions. Predict the reaction yield, written as a fraction of the theoretical maximum amount of product (1.0 means a 100% yield; for example, 0.34 means a 34% yield). (1) The reactants are C(NC(C)C)(C)C.[Li]CCCC.[Cl:13][C:14]1[CH:19]=[CH:18][C:17]([N:20]([CH2:34][C:35]2[CH:40]=[CH:39][C:38]([O:41][CH3:42])=[CH:37][CH:36]=2)[C:21]2[CH:33]=[CH:32][CH:31]=[CH:30][C:22]=2[C:23](N(CC)CC)=O)=[C:16]([CH3:43])[CH:15]=1.C1C[O:47]CC1. No catalyst specified. The product is [Cl:13][C:14]1[CH:19]=[CH:18][C:17]2[N:20]([CH2:34][C:35]3[CH:40]=[CH:39][C:38]([O:41][CH3:42])=[CH:37][CH:36]=3)[C:21]3[CH:33]=[CH:32][CH:31]=[CH:30][C:22]=3[CH2:23][C:43](=[O:47])[C:16]=2[CH:15]=1. The yield is 0.590. (2) The reactants are [F:1][C:2]1[C:10]([N:11]([S:18]([CH2:21][CH2:22][CH2:23][F:24])(=[O:20])=[O:19])S(CCC)(=O)=O)=[CH:9][CH:8]=[C:7]([F:25])[C:3]=1[C:4]([O-:6])=[O:5].[OH-].[Li+]. The catalyst is C1COCC1.CO.O. The product is [F:1][C:2]1[C:10]([NH:11][S:18]([CH2:21][CH2:22][CH2:23][F:24])(=[O:19])=[O:20])=[CH:9][CH:8]=[C:7]([F:25])[C:3]=1[C:4]([OH:6])=[O:5]. The yield is 0.810. (3) The reactants are [CH2:1]([C:5]1[N:10]=[C:9]([CH3:11])[N:8]([C:12]2[CH:17]=[CH:16][CH:15]=[C:14]([CH:18]([OH:20])[CH3:19])[CH:13]=2)[C:7](=[O:21])[C:6]=1[CH2:22][C:23]1[CH:28]=[CH:27][C:26]([C:29]2[CH:34]=[CH:33][CH:32]=[CH:31][C:30]=2[C:35]2[NH:39][C:38](=[O:40])[O:37][N:36]=2)=[CH:25][CH:24]=1)[CH2:2][CH2:3][CH3:4].CC(OI1(OC(C)=O)(OC(C)=O)OC(=O)C2C1=CC=CC=2)=O.C(OCC)(=O)C.S([O-])([O-])(=O)=S.[Na+].[Na+]. The catalyst is C(#N)C.O. The product is [C:18]([C:14]1[CH:13]=[C:12]([N:8]2[C:7](=[O:21])[C:6]([CH2:22][C:23]3[CH:24]=[CH:25][C:26]([C:29]4[CH:34]=[CH:33][CH:32]=[CH:31][C:30]=4[C:35]4[NH:39][C:38](=[O:40])[O:37][N:36]=4)=[CH:27][CH:28]=3)=[C:5]([CH2:1][CH2:2][CH2:3][CH3:4])[N:10]=[C:9]2[CH3:11])[CH:17]=[CH:16][CH:15]=1)(=[O:20])[CH3:19]. The yield is 0.710.